This data is from Drug-target binding data from BindingDB using IC50 measurements. The task is: Regression. Given a target protein amino acid sequence and a drug SMILES string, predict the binding affinity score between them. We predict pIC50 (pIC50 = -log10(IC50 in M); higher means more potent). Dataset: bindingdb_ic50. (1) The drug is Cc1ccc(-c2ccccn2)c(C(=O)N2CCC[C@@H](C)[C@H]2CNc2nc3cc(Cl)ccc3o2)n1. The target protein (O43613) has sequence MEPSATPGAQMGVPPGSREPSPVPPDYEDEFLRYLWRDYLYPKQYEWVLIAAYVAVFVVALVGNTLVCLAVWRNHHMRTVTNYFIVNLSLADVLVTAICLPASLLVDITESWLFGHALCKVIPYLQAVSVSVAVLTLSFIALDRWYAICHPLLFKSTARRARGSILGIWAVSLAIMVPQAAVMECSSVLPELANRTRLFSVCDERWADDLYPKIYHSCFFIVTYLAPLGLMAMAYFQIFRKLWGRQIPGTTSALVRNWKRPSDQLGDLEQGLSGEPQPRARAFLAEVKQMRARRKTAKMLMVVLLVFALCYLPISVLNVLKRVFGMFRQASDREAVYACFTFSHWLVYANSAANPIIYNFLSGKFREQFKAAFSCCLPGLGPCGSLKAPSPRSSASHKSLSLQSRCSISKISEHVVLTSVTTVLP. The pIC50 is 7.8. (2) The compound is c1ccc2c(c1)SCCc1c-2n(CCCCCCN2CCCCC2)c2ccccc12. The target protein (P9WNV1) has sequence MSSPDADQTAPEVLRQWQALAEEVREHQFRYYVRDAPIISDAEFDELLRRLEALEEQHPELRTPDSPTQLVGGAGFATDFEPVDHLERMLSLDNAFTADELAAWAGRIHAEVGDAAHYLCELKIDGVALSLVYREGRLTRASTRGDGRTGEDVTLNARTIADVPERLTPGDDYPVPEVLEVRGEVFFRLDDFQALNASLVEEGKAPFANPRNSAAGSLRQKDPAVTARRRLRMICHGLGHVEGFRPATLHQAYLALRAWGLPVSEHTTLATDLAGVRERIDYWGEHRHEVDHEIDGVVVKVDEVALQRRLGSTSRAPRWAIAYKYPPEEAQTKLLDIRVNVGRTGRITPFAFMTPVKVAGSTVGQATLHNASEIKRKGVLIGDTVVIRKAGDVIPEVLGPVVELRDGSEREFIMPTTCPECGSPLAPEKEGDADIRCPNARGCPGQLRERVFHVASRNGLDIEVLGYEAGVALLQAKVIADEGELFALTERDLLRTDLFR.... The pIC50 is 4.9. (3) The compound is O=C(OCc1nn(-c2ccc(F)cc2)c2c1CCCC2Cc1cccc2ccccc12)c1ccccc1. The target protein (P06186) has sequence MTELKAKEPRAPHVAGGAPSPTEVGSQLLGRPDPGPFQGSQTSEASSVVSAIPISLDGLLFPRPCQGQNPPDGKTQDPPSLSDVEGAFPGVEAPEGAGDSSSRPPEKDSGLLDSVLDTLLAPSGPGQSHASPATCEAISPWCLFGPDLPEDPRAAPATKGVLAPLMSRPEDKAGDSSGTAAAHKVLPRGLSPSRQLLLPSSGSPHWPAVKPSPQPAAVQVDEEDSSESEGTVGPLLKGQPRALGGTAAGGGAAPVASGAAAGGVALVPKEDSRFSAPRVSLAEQDAPVAPGRSPLATSVVDFIHVPILPLNHAFLATRTRQLLEGESYDGGAAAASPFVPQRGSPSASSTPVAGGDFPDCTYPPDAEPKDDAFPLYGDFQPPALKIKEEEEAAEAAARSPRTYLVAGANPAAFPDFQLAAPPPPSLPPRVPSSRPGEAAVAASPGSASVSSSSSSGSTLECILYKAEGAPPQQGPFAPLPCKPPGAGACLLPRDGLPSTS.... The pIC50 is 6.7. (4) The small molecule is C[C@]1(Cn2ccnn2)[C@H](C(=O)O)N2C(=O)C[C@H]2S1(=O)=O. The target protein sequence is MSRTGRLSVFFSAIFPLLTLTNMAEAASQPPQVTVDKLKRLENDFGGRIGVYAIDTGSNKTFGYRANERFPLCSSFKGFLAAAVLSKSQQQEGLLNQRIRYDNRVMEPHSPVTEKQITTGMTVAELSAATLQYSDNGAANLLLEKLIGGPEGMTSFMRSIGDNVFRLDRWELELNSAIPGDDRDTSTPKAVAESMQKLAFGNVLGLTERHQLMDWFKGNTTGGARIRASVPANWVVGDKTGTCGVYGTANDYAVIWPVGHAPIVLAVYTSKPDKNSKHSDAVIADASRIVLESFNIDALRMATGKSIGF. The pIC50 is 5.2. (5) The compound is COc1ccc(CNc2nc(C#N)nc3c2ncn3C2CCCC2)cc1. The target protein sequence is MHLMRACITFCIASTAVVAVNAALVAEDAPVLSKAFVDRVNRLNRGIWKAKYDGVMQNITLREAKRLNGVIKKNNNASILPKRRFTEEEARAPLPSSFDSAEAWPNCPTIPQIADQSACGSCWAVAAASAMSDRFCTMGGVQDVHISAGDLLACCSDCGDGCNGGDPDRAWAYFSSTGLVSDYCQPYPFPHCSHHSKSKNGYPPCSQFNFDTPKCNYTCDDPTIPVVNYRSWTSYALQGEDDYMRELFFRGPFEVAFDVYEDFIAYNSGVYHHVSGQYLGGHAVRLVGWGTSNGVPYWKIANSWNTEWGMDGYFLIRRGSSECGIEDGGSAGIPLAPNTA. The pIC50 is 5.2. (6) The small molecule is c1ccc(-c2csc(Nc3ccccn3)n2)cc1. The target protein (P34707) has sequence MGGSSRRQRSTSATRRDDKRRRRQCFSSVADDEEETTSIYGVSSIFIWILATSSLILVISSPSSNTSIQSSSYDRITTKHLLDNISPTFKMYTDSNNRNFDEVNHQHQQEQDFNGQSKYDYPQFNRPMGLRWRDDQRMMEYFMSNGPVETVPVMPILTEHPPASPFGRGPSTERPTTSSRYEYSSPSLEDIDLIDVLWRSDIAGEKGTRQVAPADQYECDLQTLTEKSTVAPLTAEENARYEDLSKGFYNGFFESFNNNQYQQKHQQQQREQIKTPTLEHPTQKAELEDDLFDEDLAQLFEDVSREEGQLNQLFDNKQQHPVINNVSLSEGIVYNQANLTEMQEMRDSCNQVSISTIPTTSTAQPETLFNVTDSQTVEQWLPTEVVPNDVFPTSNYAYIGMQNDSLQAVVSNGQIDYDHSYQSTGQTPLSPLIIGSSGRQQQTQTSPGSVTVTATATQSLFDPYHSQRHSFSDCTTDSSSTCSRLSSESPRYTSESSTGT.... The pIC50 is 4.8.